This data is from Forward reaction prediction with 1.9M reactions from USPTO patents (1976-2016). The task is: Predict the product of the given reaction. (1) Given the reactants [NH2:1][C:2]1[CH:11]=[C:10]([F:12])[C:9]([CH3:13])=[C:8]2[C:3]=1[C:4](=[O:23])[C:5]([C:18]([O:20]CC)=[O:19])=[CH:6][N:7]2[C@@H:14]1[CH2:16][C@@H:15]1[F:17].O.S(=O)(=O)(O)O, predict the reaction product. The product is: [NH2:1][C:2]1[CH:11]=[C:10]([F:12])[C:9]([CH3:13])=[C:8]2[C:3]=1[C:4](=[O:23])[C:5]([C:18]([OH:20])=[O:19])=[CH:6][N:7]2[C@@H:14]1[CH2:16][C@@H:15]1[F:17]. (2) The product is: [F:1][C:2]1[CH:7]=[CH:6][C:5]([C:8]2[C:12]([C:13]3[N:14]=[CH:15][N:16]([C:23]4[CH:30]=[CH:29][C:26]([C:27]#[N:28])=[CH:25][CH:24]=4)[CH:17]=3)=[C:11]([C:18]([F:21])([F:19])[F:20])[O:10][N:9]=2)=[CH:4][CH:3]=1. Given the reactants [F:1][C:2]1[CH:7]=[CH:6][C:5]([C:8]2[C:12]([C:13]3[N:14]=[CH:15][NH:16][CH:17]=3)=[C:11]([C:18]([F:21])([F:20])[F:19])[O:10][N:9]=2)=[CH:4][CH:3]=1.F[C:23]1[CH:30]=[CH:29][C:26]([C:27]#[N:28])=[CH:25][CH:24]=1, predict the reaction product.